Dataset: CYP2D6 inhibition data for predicting drug metabolism from PubChem BioAssay. Task: Regression/Classification. Given a drug SMILES string, predict its absorption, distribution, metabolism, or excretion properties. Task type varies by dataset: regression for continuous measurements (e.g., permeability, clearance, half-life) or binary classification for categorical outcomes (e.g., BBB penetration, CYP inhibition). Dataset: cyp2d6_veith. (1) The drug is O=c1c2ccccc2sc2c(CO)ccc(NCCN3CCCCC3)c12. The result is 1 (inhibitor). (2) The molecule is O=[As](O)(O)c1ccc(N=Nc2ccc(O)cc2)cc1. The result is 0 (non-inhibitor). (3) The compound is O=S(=O)(C=C(c1ccccc1)c1ccccc1)c1ccccc1. The result is 0 (non-inhibitor). (4) The molecule is Cc1ccnn1CC(=O)N/N=C/c1ccco1. The result is 0 (non-inhibitor). (5) The molecule is C=CCn1c(=O)c2c(nc(-c3ccc(S(=O)(=O)O)cc3)n2C)n(C)c1=O. The result is 0 (non-inhibitor).